Dataset: Catalyst prediction with 721,799 reactions and 888 catalyst types from USPTO. Task: Predict which catalyst facilitates the given reaction. (1) Reactant: Br[CH2:2][C:3]([O:5]C)=[O:4].[CH2:7]([O:14][C:15]([NH:17][C:18]1[CH:23]=[CH:22][NH:21][C:20](=[O:24])[N:19]=1)=[O:16])[C:8]1[CH:13]=[CH:12][CH:11]=[CH:10][CH:9]=1.C(=O)([O-])[O-].[K+].[K+]. Product: [CH2:7]([O:14][C:15]([N:17]([CH2:2][C:3]([OH:5])=[O:4])[C:18]1[CH:23]=[CH:22][NH:21][C:20](=[O:24])[N:19]=1)=[O:16])[C:8]1[CH:13]=[CH:12][CH:11]=[CH:10][CH:9]=1. The catalyst class is: 3. (2) Reactant: [CH:1]1([C:4]2[O:8][N:7]=[C:6]([C@@H:9]3[CH2:14][CH2:13][CH2:12][CH2:11][C@H:10]3[C:15]([F:18])([F:17])[F:16])[C:5]=2[CH2:19][O:20][CH:21]2[CH2:27][CH:26]3[N:28](C(OC(C)(C)C)=O)[CH:23]([CH2:24][CH2:25]3)[CH2:22]2)[CH2:3][CH2:2]1.C(O)(C(F)(F)F)=O.CCN(C(C)C)C(C)C.Cl[C:53]1[S:54][C:55]2[CH:61]=[C:60]([C:62]([O:64][CH2:65][CH3:66])=[O:63])[CH:59]=[CH:58][C:56]=2[N:57]=1. Product: [CH:1]1([C:4]2[O:8][N:7]=[C:6]([C@@H:9]3[CH2:14][CH2:13][CH2:12][CH2:11][C@H:10]3[C:15]([F:18])([F:16])[F:17])[C:5]=2[CH2:19][O:20][CH:21]2[CH2:22][CH:23]3[N:28]([C:53]4[S:54][C:55]5[CH:61]=[C:60]([C:62]([O:64][CH2:65][CH3:66])=[O:63])[CH:59]=[CH:58][C:56]=5[N:57]=4)[CH:26]([CH2:25][CH2:24]3)[CH2:27]2)[CH2:2][CH2:3]1. The catalyst class is: 46. (3) Reactant: [Cl:1][C:2]1[CH:7]=[CH:6][C:5]([NH:8]C(=O)C(C)(C)C)=[C:4]([C:15]2(O)[CH2:20][CH2:19][N:18]([CH2:21]/[CH:22]=[CH:23]/[C:24]3[CH:29]=[CH:28][C:27]([Cl:30])=[CH:26][CH:25]=3)[CH2:17][CH2:16]2)[CH:3]=1.O. Product: [Cl:1][C:2]1[CH:7]=[CH:6][C:5]([NH2:8])=[C:4]([C:15]2[CH2:20][CH2:19][N:18]([CH2:21]/[CH:22]=[CH:23]/[C:24]3[CH:25]=[CH:26][C:27]([Cl:30])=[CH:28][CH:29]=3)[CH2:17][CH:16]=2)[CH:3]=1. The catalyst class is: 16. (4) Reactant: [NH2:1][C:2]1[CH:3]=[CH:4][CH:5]=[C:6]2[C:14]=1[NH:13][C:12]1[C:11](=[O:15])[CH2:10][CH2:9][CH2:8][C:7]2=1.Cl[S:17]([C:20]1[CH:24]=[CH:23][S:22][C:21]=1[C:25]([O:27][CH3:28])=[O:26])(=[O:19])=[O:18]. Product: [O:15]=[C:11]1[C:12]2[NH:13][C:14]3[C:6](=[CH:5][CH:4]=[CH:3][C:2]=3[NH:1][S:17]([C:20]3[CH:24]=[CH:23][S:22][C:21]=3[C:25]([O:27][CH3:28])=[O:26])(=[O:18])=[O:19])[C:7]=2[CH2:8][CH2:9][CH2:10]1. The catalyst class is: 17. (5) Reactant: [CH:1]1[CH:6]=[CH:5][CH:4]=[CH:3][C:2]=1[S:7]([CH2:10][CH:11](Br)[C:12]1[CH:17]=[CH:16][CH:15]=[CH:14][CH:13]=1)(=[O:9])=[O:8].[ClH:19].Cl.[CH2:21]([N:30]1[CH2:35][CH2:34][NH:33][CH2:32][CH2:31]1)[C:22]([C:24]1[CH:29]=[CH:28][CH:27]=[CH:26][CH:25]=1)=[O:23].C([O-])([O-])=O.[K+].[K+]. Product: [ClH:19].[ClH:19].[CH:1]1[CH:6]=[CH:5][CH:4]=[CH:3][C:2]=1[S:7]([CH2:10][CH:11]([N:33]1[CH2:34][CH2:35][N:30]([CH2:21][C:22]([C:24]2[CH:29]=[CH:28][CH:27]=[CH:26][CH:25]=2)=[O:23])[CH2:31][CH2:32]1)[C:12]1[CH:17]=[CH:16][CH:15]=[CH:14][CH:13]=1)(=[O:9])=[O:8]. The catalyst class is: 21. (6) Reactant: [CH3:1][N:2]1[C:6]([C:7](=[O:23])[NH:8][CH2:9][CH2:10][C:11]2[N:12]=[C:13]([C:17]3[CH:22]=[CH:21][CH:20]=[CH:19][CH:18]=3)[O:14][C:15]=2[CH3:16])=[C:5]([C:24](O)=[O:25])[CH:4]=[N:3]1.CCOC(C(C#N)=NOC([N:39]1[CH2:44][CH2:43][O:42][CH2:41][CH2:40]1)=[N+](C)C)=O.F[P-](F)(F)(F)(F)F.C(N(CC)C(C)C)(C)C.N1CCOCC1. Product: [CH3:16][C:15]1[O:14][C:13]([C:17]2[CH:22]=[CH:21][CH:20]=[CH:19][CH:18]=2)=[N:12][C:11]=1[CH2:10][CH2:9][NH:8][C:7]([C:6]1[N:2]([CH3:1])[N:3]=[CH:4][C:5]=1[C:24]([N:39]1[CH2:44][CH2:43][O:42][CH2:41][CH2:40]1)=[O:25])=[O:23]. The catalyst class is: 3.